Dataset: HIV replication inhibition screening data with 41,000+ compounds from the AIDS Antiviral Screen. Task: Binary Classification. Given a drug SMILES string, predict its activity (active/inactive) in a high-throughput screening assay against a specified biological target. The result is 0 (inactive). The compound is CC1(C)NC(=O)N(C(C)(C)C(=O)O)C1=O.